The task is: Predict the reaction yield, written as a fraction of the theoretical maximum amount of product (1.0 means a 100% yield; for example, 0.34 means a 34% yield).. This data is from Reaction yield outcomes from USPTO patents with 853,638 reactions. (1) The catalyst is C(#N)C.N1C=CC=CC=1. The yield is 0.580. The reactants are [I-].[Na+].[C:3]([C:7]1[CH:24]=[CH:23][CH:22]=[CH:21][C:8]=1[O:9][C:10]1[C:15]([N+:16]([O-:18])=[O:17])=[CH:14][CH:13]=[C:12]([O:19]C)[N:11]=1)([CH3:6])([CH3:5])[CH3:4].[Al].Cl[Si](C)(C)C.O. The product is [C:3]([C:7]1[CH:24]=[CH:23][CH:22]=[CH:21][C:8]=1[O:9][C:10]1[N:11]=[C:12]([OH:19])[CH:13]=[CH:14][C:15]=1[N+:16]([O-:18])=[O:17])([CH3:6])([CH3:4])[CH3:5]. (2) The yield is 0.290. The catalyst is C(Cl)(Cl)(Cl)Cl.CO.N1C=CC=CC=1. The reactants are [Cl:1][C:2]1[C:6]([CH3:7])=[CH:5][S:4][C:3]=1[C:8]([O:10]C)=[O:9].C1C(=O)N(Br)C(=O)C1.C(OOC(=O)C1C=CC=CC=1)(=O)C1C=CC=CC=1.[CH3:38][N:39]1[CH2:44][CH2:43][NH:42][CH2:41][CH2:40]1.[Li+].[OH-].Cl. The product is [Cl:1][C:2]1[C:6]([CH2:7][N:42]2[CH2:43][CH2:44][N:39]([CH3:38])[CH2:40][CH2:41]2)=[CH:5][S:4][C:3]=1[C:8]([OH:10])=[O:9]. (3) The reactants are [CH2:1]([N:8]1[C:20]2[CH:19]=[C:18]3[C:13]([CH:14]=[CH:15][N:16]=[C:17]3[CH:21]3[CH2:26][CH2:25][NH:24][CH2:23][CH2:22]3)=[CH:12][C:11]=2[CH2:10][CH2:9]1)[C:2]1[CH:7]=[CH:6][CH:5]=[CH:4][CH:3]=1.[CH2:27]=O. The catalyst is CO. The product is [CH2:1]([N:8]1[C:20]2[CH:19]=[C:18]3[C:13]([CH:14]=[CH:15][N:16]=[C:17]3[CH:21]3[CH2:26][CH2:25][N:24]([CH3:27])[CH2:23][CH2:22]3)=[CH:12][C:11]=2[CH2:10][CH2:9]1)[C:2]1[CH:3]=[CH:4][CH:5]=[CH:6][CH:7]=1. The yield is 0.520. (4) The reactants are [Cl:1][C:2]1[CH:7]=[CH:6][C:5]([S:8]([C:11]2[CH:19]=[CH:18][C:17]3[N:16]([CH3:20])[C:15]4[CH2:21][CH:22]5[NH:26][CH:25]([C:14]=4[C:13]=3[C:12]=2C(OC(C)(C)C)=O)[CH2:24][CH2:23]5)(=[O:10])=[O:9])=[CH:4][CH:3]=1.C(O)(C(F)(F)F)=O. No catalyst specified. The product is [Cl:1][C:2]1[CH:7]=[CH:6][C:5]([S:8]([C:11]2[CH:12]=[C:13]3[C:17](=[CH:18][CH:19]=2)[N:16]([CH3:20])[C:15]2[CH2:21][CH:22]4[NH:26][CH:25]([C:14]3=2)[CH2:24][CH2:23]4)(=[O:9])=[O:10])=[CH:4][CH:3]=1. The yield is 0.260.